This data is from Forward reaction prediction with 1.9M reactions from USPTO patents (1976-2016). The task is: Predict the product of the given reaction. Given the reactants [CH2:1]([N:8]1[C:16]2[C:11](=[CH:12][CH:13]=[C:14]([N+:17]([O-:19])=[O:18])[CH:15]=2)[C:10]([C:20]([O:30][CH2:31][O:32][CH3:33])([C:26]([F:29])([F:28])[F:27])[C:21]([O:23]CC)=[O:22])=[CH:9]1)[C:2]1[CH:7]=[CH:6][CH:5]=[CH:4][CH:3]=1.[H-].[Na+].O, predict the reaction product. The product is: [CH2:1]([N:8]1[C:16]2[C:11](=[CH:12][CH:13]=[C:14]([N+:17]([O-:19])=[O:18])[CH:15]=2)[C:10]([C:20]([O:30][CH2:31][O:32][CH3:33])([C:26]([F:27])([F:28])[F:29])[C:21]([OH:23])=[O:22])=[CH:9]1)[C:2]1[CH:3]=[CH:4][CH:5]=[CH:6][CH:7]=1.